Task: Predict the reactants needed to synthesize the given product.. Dataset: Full USPTO retrosynthesis dataset with 1.9M reactions from patents (1976-2016) Given the product [CH:16]1([C:22]2[CH:23]=[CH:24][C:25]([NH:26][CH:2]3[CH2:11][CH2:10][CH2:9][C:8]4[CH:7]=[C:6]([C:12]([O:14][CH3:15])=[O:13])[CH:5]=[CH:4][C:3]3=4)=[CH:27][CH:28]=2)[CH2:17][CH2:18][CH2:19][CH2:20][CH2:21]1, predict the reactants needed to synthesize it. The reactants are: O=[C:2]1[CH2:11][CH2:10][CH2:9][C:8]2[CH:7]=[C:6]([C:12]([O:14][CH3:15])=[O:13])[CH:5]=[CH:4][C:3]1=2.[CH:16]1([C:22]2[CH:28]=[CH:27][C:25]([NH2:26])=[CH:24][CH:23]=2)[CH2:21][CH2:20][CH2:19][CH2:18][CH2:17]1.[B][B][B][B][B][B][B][B][B][B].